This data is from Reaction yield outcomes from USPTO patents with 853,638 reactions. The task is: Predict the reaction yield, written as a fraction of the theoretical maximum amount of product (1.0 means a 100% yield; for example, 0.34 means a 34% yield). (1) The reactants are [CH:1]1([NH:4][C:5](=[O:32])[C:6]2[CH:11]=[CH:10][C:9]([CH3:12])=[C:8]([N:13]3[CH:21]=[N:20][C:19]4[C:14]3=[N:15][CH:16]=[N:17][C:18]=4[C:22]3[CH:27]=[CH:26][C:25]([C:28]([NH:30][NH2:31])=[O:29])=[CH:24][CH:23]=3)[CH:7]=2)[CH2:3][CH2:2]1.[CH2:33](Cl)Cl. The catalyst is C(OC)(OC)OC.C(O)(=O)C. The product is [CH:1]1([NH:4][C:5](=[O:32])[C:6]2[CH:11]=[CH:10][C:9]([CH3:12])=[C:8]([N:13]3[CH:21]=[N:20][C:19]4[C:14]3=[N:15][CH:16]=[N:17][C:18]=4[C:22]3[CH:27]=[CH:26][C:25]([C:28]4[O:29][CH:33]=[N:31][N:30]=4)=[CH:24][CH:23]=3)[CH:7]=2)[CH2:3][CH2:2]1. The yield is 0.730. (2) The reactants are [F:1][C:2]([F:18])([F:17])[C:3]([N:5]1[CH2:10][CH2:9][N:8]([C:11]2[CH:16]=[CH:15][CH:14]=[CH:13][CH:12]=2)[CH2:7][CH2:6]1)=[O:4].[Cl:19][S:20](O)(=[O:22])=[O:21]. No catalyst specified. The product is [F:18][C:2]([F:1])([F:17])[C:3]([N:5]1[CH2:6][CH2:7][N:8]([C:11]2[CH:16]=[CH:15][C:14]([S:20]([Cl:19])(=[O:22])=[O:21])=[CH:13][CH:12]=2)[CH2:9][CH2:10]1)=[O:4]. The yield is 0.720. (3) The yield is 0.900. The product is [CH3:1][O:2][C:3](=[O:29])/[CH:4]=[CH:5]/[C:6]1[CH:7]=[C:8]2[C:25](=[CH:26][CH:27]=1)[O:24][C:11]1([CH2:16][CH2:15][N:14]([CH:17]([C:33]3[CH:38]=[CH:37][CH:36]=[CH:35][CH:34]=3)[CH3:39])[CH2:13][CH2:12]1)[CH2:10][C:9]2=[O:28]. The reactants are [CH3:1][O:2][C:3](=[O:29])/[CH:4]=[CH:5]/[C:6]1[CH:7]=[C:8]2[C:25](=[CH:26][CH:27]=1)[O:24][C:11]1([CH2:16][CH2:15][N:14]([C:17](OC(C)(C)C)=O)[CH2:13][CH2:12]1)[CH2:10][C:9]2=[O:28].BrC([C:33]1[CH:38]=[CH:37][CH:36]=[CH:35][CH:34]=1)C.[CH2:39](Cl)Cl. No catalyst specified. (4) The yield is 0.840. No catalyst specified. The product is [CH3:1][O:2][C:3]1[CH:4]=[CH:5][C:6]([C:7]([NH:9][C:10]2[C:11]([NH:16][C:27](=[O:28])[C:26]3[CH:25]=[CH:24][C:23]([S:20]([CH3:19])(=[O:22])=[O:21])=[CH:31][CH:30]=3)=[CH:12][CH:13]=[CH:14][CH:15]=2)=[O:8])=[CH:17][CH:18]=1. The reactants are [CH3:1][O:2][C:3]1[CH:18]=[CH:17][C:6]([C:7]([NH:9][C:10]2[C:11]([NH2:16])=[CH:12][CH:13]=[CH:14][CH:15]=2)=[O:8])=[CH:5][CH:4]=1.[CH3:19][S:20]([C:23]1[CH:31]=[CH:30][C:26]([C:27](O)=[O:28])=[CH:25][CH:24]=1)(=[O:22])=[O:21]. (5) The reactants are C([O:4][C:5]1[CH:25]=[CH:24][C:8]([C:9]2[CH2:10][O:11][C:12]3[C:17]([CH:18]=2)=[CH:16][CH:15]=[C:14]([O:19]C(=O)C)[C:13]=3[Br:23])=[CH:7][CH:6]=1)(=O)C.[OH-].[K+].C(O)(=O)C.O. The catalyst is C(O)C. The product is [OH:4][C:5]1[CH:6]=[CH:7][C:8]([C:9]2[CH2:10][O:11][C:12]3[C:17]([CH:18]=2)=[CH:16][CH:15]=[C:14]([OH:19])[C:13]=3[Br:23])=[CH:24][CH:25]=1. The yield is 1.00. (6) The reactants are [C:1]([O:5][C:6](=[O:19])[NH:7][C:8]1[CH:13]=[CH:12][C:11]([C:14]([F:17])([F:16])[F:15])=[CH:10][C:9]=1[NH2:18])([CH3:4])([CH3:3])[CH3:2].[C:20]([O:26][CH2:27][C:28]1[CH:33]=[CH:32][CH:31]=[CH:30][CH:29]=1)(=[O:25])[CH2:21][C:22]([O-])=[O:23].C(N(CC)C(C)C)(C)C.CN(C(ON1N=NC2C=CC=NC1=2)=[N+](C)C)C.F[P-](F)(F)(F)(F)F. The catalyst is C(Cl)Cl.CN(C=O)C. The product is [CH2:27]([O:26][C:20](=[O:25])[CH2:21][C:22]([NH:18][C:9]1[CH:10]=[C:11]([C:14]([F:17])([F:16])[F:15])[CH:12]=[CH:13][C:8]=1[NH:7][C:6]([O:5][C:1]([CH3:4])([CH3:2])[CH3:3])=[O:19])=[O:23])[C:28]1[CH:33]=[CH:32][CH:31]=[CH:30][CH:29]=1. The yield is 0.770.